This data is from Full USPTO retrosynthesis dataset with 1.9M reactions from patents (1976-2016). The task is: Predict the reactants needed to synthesize the given product. The reactants are: F[C:2]1[CH:3]=[C:4]([CH:9]=[CH:10][C:11]=1[N+:12]([O-:14])=[O:13])[C:5]([O:7][CH3:8])=[O:6].[CH3:15][C:16]1[CH:23]=[CH:22][C:21]([CH3:24])=[CH:20][C:17]=1[CH2:18][NH2:19]. Given the product [CH3:15][C:16]1[CH:23]=[CH:22][C:21]([CH3:24])=[CH:20][C:17]=1[CH2:18][NH:19][C:2]1[CH:3]=[C:4]([CH:9]=[CH:10][C:11]=1[N+:12]([O-:14])=[O:13])[C:5]([O:7][CH3:8])=[O:6], predict the reactants needed to synthesize it.